From a dataset of Reaction yield outcomes from USPTO patents with 853,638 reactions. Predict the reaction yield, written as a fraction of the theoretical maximum amount of product (1.0 means a 100% yield; for example, 0.34 means a 34% yield). (1) The reactants are [C:1]([C:4]1[CH:9]=[N:8][NH:7][C:6](=[O:10])[C:5]=1[C:11]1[CH:16]=[CH:15][CH:14]=[CH:13][CH:12]=1)(=[O:3])[CH3:2].[N:17]1[CH:22]=[CH:21][CH:20]=[C:19](B(O)O)[CH:18]=1.N1C=CC=CC=1. The catalyst is C(Cl)Cl.CN(C=O)C.N.CO.C([O-])(=O)C.[Cu+2].C([O-])(=O)C. The product is [C:1]([C:4]1[CH:9]=[N:8][N:7]([C:19]2[CH:18]=[N:17][CH:22]=[CH:21][CH:20]=2)[C:6](=[O:10])[C:5]=1[C:11]1[CH:16]=[CH:15][CH:14]=[CH:13][CH:12]=1)(=[O:3])[CH3:2]. The yield is 0.570. (2) The reactants are C[O:2][C:3](=[O:31])[CH2:4][CH2:5][C:6]1[CH:11]=[CH:10][C:9]([S:12][CH:13]([CH3:29])[CH2:14][CH2:15][O:16][C:17]2[CH:22]=[CH:21][C:20]([O:23][C:24]([F:27])([F:26])[F:25])=[CH:19][C:18]=2Br)=[CH:8][C:7]=1[CH3:30].[C:32]1([OH:38])[CH:37]=[CH:36][CH:35]=[CH:34][CH:33]=1.CC(C)(C(=O)CC(=O)C(C)(C)C)C.C(=O)([O-])[O-].[Cs+].[Cs+].[OH-].[Na+]. The catalyst is CN1C(=O)CCC1.CO.[Cu](Cl)Cl. The product is [CH3:30][C:7]1[CH:8]=[C:9]([S:12][C@H:13]([CH3:29])[CH2:14][CH2:15][O:16][C:17]2[CH:22]=[CH:21][C:20]([O:23][C:24]([F:25])([F:26])[F:27])=[CH:19][C:18]=2[O:38][C:32]2[CH:37]=[CH:36][CH:35]=[CH:34][CH:33]=2)[CH:10]=[CH:11][C:6]=1[CH2:5][CH2:4][C:3]([OH:2])=[O:31]. The yield is 0.260.